The task is: Predict the reactants needed to synthesize the given product.. This data is from Full USPTO retrosynthesis dataset with 1.9M reactions from patents (1976-2016). Given the product [CH3:22][C:7]1([CH3:21])[C:8]2[NH:9][C:10]3[C:15](=[CH:14][CH:13]=[C:12]([C:19]#[N:20])[CH:11]=3)[C:16]=2[C:17](=[O:18])[C:5]2[CH:4]=[CH:3][C:2]([O:1][CH2:25][C:26]3([CH3:30])[CH2:29][O:28][CH2:27]3)=[CH:23][C:6]1=2, predict the reactants needed to synthesize it. The reactants are: [OH:1][C:2]1[CH:3]=[CH:4][C:5]2[C:17](=[O:18])[C:16]3[C:15]4[C:10](=[CH:11][C:12]([C:19]#[N:20])=[CH:13][CH:14]=4)[NH:9][C:8]=3[C:7]([CH3:22])([CH3:21])[C:6]=2[CH:23]=1.Cl[CH2:25][C:26]1([CH3:30])[CH2:29][O:28][CH2:27]1.